This data is from Catalyst prediction with 721,799 reactions and 888 catalyst types from USPTO. The task is: Predict which catalyst facilitates the given reaction. (1) Reactant: [F:1][C:2]([F:14])([F:13])[C:3]1[C:7]([C:8](OCC)=[O:9])=[CH:6][NH:5][N:4]=1.[H-].[H-].[H-].[H-].[Li+].[Al+3]. Product: [F:14][C:2]([F:1])([F:13])[C:3]1[C:7]([CH2:8][OH:9])=[CH:6][NH:5][N:4]=1. The catalyst class is: 1. (2) Reactant: [F:1][C:2]1[CH:3]=[C:4]2[C:9](=[CH:10][CH:11]=1)[C:8](=[O:12])[NH:7][CH2:6][CH2:5]2.I[C:14]1[CH:15]=[N:16][CH:17]=[CH:18][C:19]=1[CH:20]1[CH2:22][CH2:21]1.P([O-])([O-])([O-])=O.[K+].[K+].[K+]. Product: [CH:20]1([C:19]2[CH:18]=[CH:17][N:16]=[CH:15][C:14]=2[N:7]2[CH2:6][CH2:5][C:4]3[C:9](=[CH:10][CH:11]=[C:2]([F:1])[CH:3]=3)[C:8]2=[O:12])[CH2:22][CH2:21]1. The catalyst class is: 246. (3) Product: [ClH:40].[Cl:40][C:34]1[CH:35]=[C:36]([F:39])[CH:37]=[CH:38][C:33]=1[N:18]([CH2:17][C:16]1[CH:15]=[C:14]([CH3:44])[C:13]([O:12][C:10](=[O:11])[CH2:9][NH:8][CH3:6])=[C:42]([CH3:43])[CH:41]=1)[S:19]([CH:22]1[C:27]([C:28]([O:30][CH2:31][CH3:32])=[O:29])=[CH:26][CH2:25][CH2:24][CH2:23]1)(=[O:20])=[O:21]. The catalyst class is: 13. Reactant: C(O[C:6]([N:8](C)[CH2:9][C:10]([O:12][C:13]1[C:42]([CH3:43])=[CH:41][C:16]([CH2:17][N:18]([C:33]2[CH:38]=[CH:37][C:36]([F:39])=[CH:35][C:34]=2[Cl:40])[S:19]([CH:22]2[C:27]([C:28]([O:30][CH2:31][CH3:32])=[O:29])=[CH:26][CH2:25][CH2:24][CH2:23]2)(=[O:21])=[O:20])=[CH:15][C:14]=1[CH3:44])=[O:11])=O)(C)(C)C.C(OCC)(=O)C.Cl. (4) Reactant: [CH3:1][C:2]1[CH:13]=[C:12]2[C:5]([NH:6][CH:7]=[C:8]2[CH2:9][CH2:10][NH2:11])=[CH:4][CH:3]=1.C(=O)(O)[O-].[Na+].[N+:19]([C:22]1[CH:27]=[C:26]([N+:28]([O-:30])=[O:29])[CH:25]=[CH:24][C:23]=1F)([O-:21])=[O:20]. Product: [N+:19]([C:22]1[CH:27]=[C:26]([N+:28]([O-:30])=[O:29])[CH:25]=[CH:24][C:23]=1[NH:11][CH2:10][CH2:9][C:8]1[C:12]2[C:5](=[CH:4][CH:3]=[C:2]([CH3:1])[CH:13]=2)[NH:6][CH:7]=1)([O-:21])=[O:20]. The catalyst class is: 97. (5) Reactant: [NH2:1][C:2]1[C:11]2[C:6](=[CH:7][CH:8]=[CH:9][CH:10]=2)[C:5]([C:12]([OH:14])=[O:13])=[CH:4][CH:3]=1.[C:15](O[C:15]([O:17][C:18]([CH3:21])([CH3:20])[CH3:19])=[O:16])([O:17][C:18]([CH3:21])([CH3:20])[CH3:19])=[O:16].C(NC1C=CC(C(O)=O)=CC=1)(OC(C)(C)C)=O. Product: [C:15]([NH:1][C:2]1[C:11]2[C:6](=[CH:7][CH:8]=[CH:9][CH:10]=2)[C:5]([C:12]([OH:14])=[O:13])=[CH:4][CH:3]=1)([O:17][C:18]([CH3:21])([CH3:20])[CH3:19])=[O:16]. The catalyst class is: 12.